This data is from Reaction yield outcomes from USPTO patents with 853,638 reactions. The task is: Predict the reaction yield, written as a fraction of the theoretical maximum amount of product (1.0 means a 100% yield; for example, 0.34 means a 34% yield). (1) The reactants are OC[CH2:3][C:4]1[CH:9]=[CH:8][C:7]([O:10][C:11](=[O:20])[N:12]([CH3:19])[C:13]2[CH:18]=[CH:17][CH:16]=[CH:15][CH:14]=2)=[CH:6][CH:5]=1.[OH:21][C:22]1[CH:27]=[CH:26][CH:25]=[CH:24][N:23]=1.N1C=CC=CC=1OCCC1C=CC(OC(=O)N(C)C2C=CC=CC=2)=CC=1. No catalyst specified. The product is [O:21]=[C:22]1[CH:27]=[CH:26][CH:25]=[CH:24][N:23]1[CH2:3][C:4]1[CH:5]=[CH:6][C:7]([O:10][C:11](=[O:20])[N:12]([CH3:19])[C:13]2[CH:14]=[CH:15][CH:16]=[CH:17][CH:18]=2)=[CH:8][CH:9]=1. The yield is 0.290. (2) The reactants are FC(F)(F)C(O)=O.[CH3:8][N:9]1[CH2:13][CH2:12][CH2:11][C@H:10]1[CH2:14][O:15][C:16]1[CH:24]=[CH:23][C:19]([C:20](O)=[O:21])=[C:18]([N:25]([CH:32]2[CH2:37][CH2:36][O:35][CH2:34][CH2:33]2)C(=O)C(F)(F)F)[CH:17]=1.C(Cl)(=O)C(Cl)=O.CCN(C(C)C)C(C)C.[F:53][C:54]1[CH:55]=[C:56]([CH:68]=[C:69]([F:71])[CH:70]=1)[CH2:57][C:58]1[CH:59]=[C:60]2[C:64](=[CH:65][CH:66]=1)[NH:63][N:62]=[C:61]2[NH2:67]. The catalyst is C(Cl)Cl.CN(C=O)C.C1COCC1.CCOC(C)=O.CO. The product is [F:53][C:54]1[CH:55]=[C:56]([CH:68]=[C:69]([F:71])[CH:70]=1)[CH2:57][C:58]1[CH:59]=[C:60]2[C:64](=[CH:65][CH:66]=1)[NH:63][N:62]=[C:61]2[NH:67][C:20](=[O:21])[C:19]1[CH:23]=[CH:24][C:16]([O:15][CH2:14][C@@H:10]2[CH2:11][CH2:12][CH2:13][N:9]2[CH3:8])=[CH:17][C:18]=1[NH:25][CH:32]1[CH2:33][CH2:34][O:35][CH2:36][CH2:37]1. The yield is 0.450. (3) The product is [F:1][C:2]1[CH:3]=[CH:4][C:5]([N:8]2[C:16]3[C:11](=[CH:12][C:13]([CH:17]([C:23]4[CH:28]=[CH:27][CH:26]=[CH:25][CH:24]=4)[CH:18]([CH3:22])[C:19]([NH2:29])=[O:20])=[CH:14][CH:15]=3)[CH:10]=[N:9]2)=[CH:6][CH:7]=1. The catalyst is C1COCC1. The reactants are [F:1][C:2]1[CH:7]=[CH:6][C:5]([N:8]2[C:16]3[C:11](=[CH:12][C:13]([CH:17]([C:23]4[CH:28]=[CH:27][CH:26]=[CH:25][CH:24]=4)[CH:18]([CH3:22])[C:19](F)=[O:20])=[CH:14][CH:15]=3)[CH:10]=[N:9]2)=[CH:4][CH:3]=1.[NH3:29].O. The yield is 1.00. (4) The reactants are [NH2:1][C:2]1[CH:7]=[CH:6][C:5]([NH:8][S:9]([CH3:12])(=[O:11])=[O:10])=[CH:4][CH:3]=1.Cl[S:14]([N:17]=[C:18]=[O:19])(=[O:16])=[O:15].[Cl-].[Al+3].[Cl-].[Cl-].O. The catalyst is [N+](CC)([O-])=O. The product is [O:15]=[S:14]1(=[O:16])[C:3]2[CH:4]=[C:5]([NH:8][S:9]([CH3:12])(=[O:11])=[O:10])[CH:6]=[CH:7][C:2]=2[NH:1][C:18](=[O:19])[NH:17]1. The yield is 0.810.